Dataset: NCI-60 drug combinations with 297,098 pairs across 59 cell lines. Task: Regression. Given two drug SMILES strings and cell line genomic features, predict the synergy score measuring deviation from expected non-interaction effect. (1) Drug 1: COC1=NC(=NC2=C1N=CN2C3C(C(C(O3)CO)O)O)N. Drug 2: N.N.Cl[Pt+2]Cl. Cell line: HL-60(TB). Synergy scores: CSS=61.6, Synergy_ZIP=0.402, Synergy_Bliss=1.42, Synergy_Loewe=-18.2, Synergy_HSA=3.93. (2) Drug 1: CC1=C(C=C(C=C1)C(=O)NC2=CC(=CC(=C2)C(F)(F)F)N3C=C(N=C3)C)NC4=NC=CC(=N4)C5=CN=CC=C5. Drug 2: CCN(CC)CCCC(C)NC1=C2C=C(C=CC2=NC3=C1C=CC(=C3)Cl)OC. Cell line: SNB-75. Synergy scores: CSS=16.7, Synergy_ZIP=-4.87, Synergy_Bliss=-2.27, Synergy_Loewe=0.214, Synergy_HSA=0.824. (3) Drug 1: CCCS(=O)(=O)NC1=C(C(=C(C=C1)F)C(=O)C2=CNC3=C2C=C(C=N3)C4=CC=C(C=C4)Cl)F. Drug 2: CN1C2=C(C=C(C=C2)N(CCCl)CCCl)N=C1CCCC(=O)O.Cl. Cell line: SK-MEL-5. Synergy scores: CSS=38.6, Synergy_ZIP=7.59, Synergy_Bliss=7.26, Synergy_Loewe=-9.30, Synergy_HSA=4.23. (4) Drug 1: CC(CN1CC(=O)NC(=O)C1)N2CC(=O)NC(=O)C2. Drug 2: C1=CC(=CC=C1CCCC(=O)O)N(CCCl)CCCl. Cell line: NCI-H522. Synergy scores: CSS=31.4, Synergy_ZIP=-1.15, Synergy_Bliss=0.775, Synergy_Loewe=4.13, Synergy_HSA=5.74. (5) Drug 1: C1=NC2=C(N1)C(=S)N=C(N2)N. Drug 2: C1=CC(=CC=C1C#N)C(C2=CC=C(C=C2)C#N)N3C=NC=N3. Cell line: SNB-75. Synergy scores: CSS=3.76, Synergy_ZIP=-3.86, Synergy_Bliss=-1.99, Synergy_Loewe=-2.38, Synergy_HSA=-2.15. (6) Drug 1: CCCS(=O)(=O)NC1=C(C(=C(C=C1)F)C(=O)C2=CNC3=C2C=C(C=N3)C4=CC=C(C=C4)Cl)F. Drug 2: CC1=CC=C(C=C1)C2=CC(=NN2C3=CC=C(C=C3)S(=O)(=O)N)C(F)(F)F. Cell line: SNB-75. Synergy scores: CSS=-3.74, Synergy_ZIP=0.582, Synergy_Bliss=-0.871, Synergy_Loewe=-3.06, Synergy_HSA=-2.40.